The task is: Predict the reaction yield, written as a fraction of the theoretical maximum amount of product (1.0 means a 100% yield; for example, 0.34 means a 34% yield).. This data is from Reaction yield outcomes from USPTO patents with 853,638 reactions. (1) The reactants are CC1(C)[O:9][C:8](=[O:10])[C:5]2([CH2:7][CH2:6]2)[C:4](=[O:11])O1.[Cl:13][C:14]1[CH:20]=[CH:19][CH:18]=[CH:17][C:15]=1[NH2:16]. The catalyst is C(O)C. The product is [Cl:13][C:14]1[CH:20]=[CH:19][CH:18]=[CH:17][C:15]=1[N:16]1[CH2:6][CH2:7][CH:5]([C:8]([OH:9])=[O:10])[C:4]1=[O:11]. The yield is 0.720. (2) The reactants are [F:1][C:2]1[C:7]([F:8])=[CH:6][CH:5]=[CH:4][C:3]=1[C:9]1C=N[O:12][C:13]=1[C:14]1[C:22]2[C:17](=[N:18][CH:19]=[C:20]([C:23]3[CH:28]=[CH:27][CH:26]=[CH:25][CH:24]=3)[CH:21]=2)[NH:16][CH:15]=1.C[N:30]([CH:32]=[O:33])C.[C:34]([O-])([O-])=O.[Na+].[Na+].ClC1C(Cl)=CC=CC=1[C:48]1C=N[O:51][C:52]=1[C:53]1C2C(=NC=CC=2)NC=1. The catalyst is CS(C)=O. The product is [C:52]([O:51][C:32](=[O:33])[NH:30][CH:26]1[CH2:25][CH2:24][C:23]([C:20]2[CH:21]=[C:22]3[C:14]([C:13](=[O:12])[CH2:9][C:3]4[CH:4]=[CH:5][CH:6]=[C:7]([F:8])[C:2]=4[F:1])=[CH:15][NH:16][C:17]3=[N:18][CH:19]=2)=[CH:28][CH2:27]1)([CH3:53])([CH3:34])[CH3:48]. The yield is 0.560. (3) The reactants are [NH:1]1[CH2:8][CH2:7][CH2:6][C@@H:2]1[C:3]([OH:5])=[O:4].[C:9](Cl)(=[O:13])[C:10]([CH3:12])=[CH2:11]. The catalyst is [OH-].[Na+].CC(C)=O. The product is [C:9]([N:1]1[CH2:8][CH2:7][CH2:6][C@@H:2]1[C:3]([OH:5])=[O:4])(=[O:13])[C:10]([CH3:12])=[CH2:11]. The yield is 0.680. (4) The reactants are C(OC(=O)[NH:10][CH2:11][CH2:12][CH2:13][CH2:14][CH2:15][C:16]([N:18]1[CH2:22][CH:21]([OH:23])[CH2:20][CH:19]1[CH:24]([C:43]1[CH:48]=[CH:47][CH:46]=[CH:45][CH:44]=1)[O:25][CH:26]([C:35]1[CH:40]=[CH:39][C:38]([O:41][CH3:42])=[CH:37][CH:36]=1)[C:27]1[CH:32]=[CH:31][C:30]([O:33][CH3:34])=[CH:29][CH:28]=1)=[O:17])C1C=CC=CC=1. The catalyst is C(OCC)(=O)C. The product is [NH2:10][CH2:11][CH2:12][CH2:13][CH2:14][CH2:15][C:16]([N:18]1[CH2:22][CH:21]([OH:23])[CH2:20][CH:19]1[CH:24]([C:43]1[CH:48]=[CH:47][CH:46]=[CH:45][CH:44]=1)[O:25][CH:26]([C:35]1[CH:40]=[CH:39][C:38]([O:41][CH3:42])=[CH:37][CH:36]=1)[C:27]1[CH:32]=[CH:31][C:30]([O:33][CH3:34])=[CH:29][CH:28]=1)=[O:17]. The yield is 0.910.